Dataset: Full USPTO retrosynthesis dataset with 1.9M reactions from patents (1976-2016). Task: Predict the reactants needed to synthesize the given product. (1) Given the product [CH3:83][C:84]1[CH:39]=[C:40]2[C:41]([CH3:70])([CH3:42])[CH2:46][CH2:45][C:44]([CH3:69])([CH3:68])[C:43]2=[CH:95][C:85]=1[C:86]1([C:87]2[CH:88]=[CH:89][C:90]([C:91]([OH:93])=[O:92])=[CH:28][N:29]=2)[CH2:97][CH2:96]1, predict the reactants needed to synthesize it. The reactants are: C[C@]12[C@]3(C)CC[C@H]4C(C)(C)C(=O)C([C:28]#[N:29])=C[C@]4(C)C3=CC(=O)[C@@H]1[C@H]1[C@](C(O)=O)(CCC(C)(C)C1)CC2.C[C@]12[C@]3(C)CC[C@H]4C(C)(C)C(=O)C(C#N)=C[C@]4(C)C3=CC(=O)[C@@H]1[C@H:46]1[C@:41]([C:70](OC)=O)([CH2:42][CH2:43][C:44]([CH3:69])([CH3:68])[CH2:45]1)[CH2:40][CH2:39]2.CC1CCCC(C)(C)C=1/[CH:83]=[CH:84]/[C:85](/[CH3:95])=[CH:86]/[CH:87]=[CH:88]/[C:89](/C)=[CH:90]/[C:91]([OH:93])=[O:92].[CH2:96](O)[CH3:97]. (2) Given the product [O:17]=[S:3]1(=[O:16])[C:8]2=[CH:9][CH:10]=[CH:11][C:12]3=[CH:13][CH:14]=[CH:15][C:6](=[C:7]23)[NH:5][CH:4]1[CH2:19][C:20]([NH2:22])=[O:21], predict the reactants needed to synthesize it. The reactants are: [H-].[Na+].[S:3]1(=[O:17])(=[O:16])[C:8]2=[CH:9][CH:10]=[CH:11][C:12]3=[CH:13][CH:14]=[CH:15][C:6](=[C:7]23)[NH:5][CH2:4]1.Br[CH2:19][C:20]([NH2:22])=[O:21]. (3) Given the product [F:1][C:2]1[CH:3]=[CH:4][C:5]([C:8]2([CH2:14][O:15][CH2:19][C:20]([O:22][C:23]([CH3:26])([CH3:25])[CH3:24])=[O:21])[CH2:13][CH2:12][CH2:11][CH2:10][CH2:9]2)=[CH:6][CH:7]=1, predict the reactants needed to synthesize it. The reactants are: [F:1][C:2]1[CH:7]=[CH:6][C:5]([C:8]2([CH2:14][OH:15])[CH2:13][CH2:12][CH2:11][CH2:10][CH2:9]2)=[CH:4][CH:3]=1.[OH-].[Na+].Br[CH2:19][C:20]([O:22][C:23]([CH3:26])([CH3:25])[CH3:24])=[O:21]. (4) Given the product [NH:1]1[C:2]2=[N:7][CH:6]=[CH:5][N:4]=[C:3]2[N:8]=[C:9]1[C:10]([C@@H:13]1[C:26]2[C:21](=[N:22][C:23]([C:27]3[CH:32]=[CH:31][C:30]([C:33]4[N:37]([CH3:38])[N:36]=[N:35][N:34]=4)=[CH:29][CH:28]=3)=[CH:24][CH:25]=2)[O:20][C:19]2[C:14]1=[CH:15][CH:16]=[CH:17][C:18]=2[F:39])([CH3:12])[CH3:11], predict the reactants needed to synthesize it. The reactants are: [NH2:1][C:2]1[C:3]([NH:8][C:9](=O)[C:10]([C@@H:13]2[C:26]3[C:21](=[N:22][C:23]([C:27]4[CH:32]=[CH:31][C:30]([C:33]5[N:37]([CH3:38])[N:36]=[N:35][N:34]=5)=[CH:29][CH:28]=4)=[CH:24][CH:25]=3)[O:20][C:19]3[C:14]2=[CH:15][CH:16]=[CH:17][C:18]=3[F:39])([CH3:12])[CH3:11])=[N:4][CH:5]=[CH:6][N:7]=1. (5) Given the product [C:67]([C:69]1[CH:70]=[CH:71][C:72]([C:75]([NH:34][C:35]2[CH:36]=[C:37]3[C:44]4([CH2:49][CH2:48][S:47][C:46]([NH:50][C:51](=[O:57])[O:52][C:53]([CH3:54])([CH3:56])[CH3:55])=[N:45]4)[CH2:43][CH2:42][O:41][C:38]3=[CH:39][CH:40]=2)=[O:76])=[N:73][CH:74]=1)#[N:68], predict the reactants needed to synthesize it. The reactants are: C1CN([P+](ON2N=NC3C=CC=CC2=3)(N2CCCC2)N2CCCC2)CC1.F[P-](F)(F)(F)(F)F.[NH2:34][C:35]1[CH:36]=[C:37]2[C:44]3([CH2:49][CH2:48][S:47][C:46]([NH:50][C:51](=[O:57])[O:52][C:53]([CH3:56])([CH3:55])[CH3:54])=[N:45]3)[CH2:43][CH2:42][O:41][C:38]2=[CH:39][CH:40]=1.C(N(CC)C(C)C)(C)C.[C:67]([C:69]1[CH:70]=[CH:71][C:72]([C:75](O)=[O:76])=[N:73][CH:74]=1)#[N:68].C(=O)(O)[O-].[Na+]. (6) Given the product [CH:17]1([CH2:12][CH2:13][N:1]2[C:11]3[C:6](=[CH:7][CH:8]=[CH:9][CH:10]=3)[C:4](=[O:5])[C:2]2=[O:3])[CH2:16][CH2:7][CH2:6][CH2:4][CH2:2]1, predict the reactants needed to synthesize it. The reactants are: [NH:1]1[C:11]2[C:6](=[CH:7][CH:8]=[CH:9][CH:10]=2)[C:4](=[O:5])[C:2]1=[O:3].[C:12](O)(=O)[CH3:13].[CH2:16](O)[CH3:17]. (7) Given the product [CH3:43][N:28]1[C:29]([C:30]2[CH:31]=[CH:32][C:33]([S:36]([CH3:39])(=[O:38])=[O:37])=[CH:34][CH:35]=2)=[C:24]([C:20]2[CH:21]=[CH:22][CH:23]=[C:18]([C:16]3[CH:17]=[C:8]([C:2]([CH3:1])([S:4]([CH3:7])(=[O:6])=[O:5])[CH3:3])[CH:9]=[C:10]4[C:15]=3[N:14]=[CH:13][CH:12]=[CH:11]4)[CH:19]=2)[CH:25]=[CH:26][C:27]1=[O:40], predict the reactants needed to synthesize it. The reactants are: [CH3:1][C:2]([C:8]1[CH:9]=[C:10]2[C:15](=[C:16]([C:18]3[CH:19]=[C:20]([C:24]4[CH:25]=[CH:26][C:27](=[O:40])[NH:28][C:29]=4[C:30]4[CH:35]=[CH:34][C:33]([S:36]([CH3:39])(=[O:38])=[O:37])=[CH:32][CH:31]=4)[CH:21]=[CH:22][CH:23]=3)[CH:17]=1)[N:14]=[CH:13][CH:12]=[CH:11]2)([S:4]([CH3:7])(=[O:6])=[O:5])[CH3:3].[H-].[Na+].[CH3:43]I. (8) Given the product [CH3:13][C:14]1([CH3:28])[C:23]2[C:18](=[CH:19][CH:20]=[C:21]([CH:24]([CH2:29][CH2:30][CH2:31][CH2:32][CH3:33])[C:25]([OH:27])=[O:26])[CH:22]=2)[S:17][CH2:16][CH2:15]1, predict the reactants needed to synthesize it. The reactants are: C(NC(C)C)(C)C.C([Li])CCC.[CH3:13][C:14]1([CH3:28])[C:23]2[C:18](=[CH:19][CH:20]=[C:21]([CH2:24][C:25]([OH:27])=[O:26])[CH:22]=2)[S:17][CH2:16][CH2:15]1.[CH2:29](I)[CH2:30][CH2:31][CH2:32][CH3:33].